This data is from Full USPTO retrosynthesis dataset with 1.9M reactions from patents (1976-2016). The task is: Predict the reactants needed to synthesize the given product. Given the product [Br:37][C:27]1[CH:28]=[C:23]([CH:24]=[CH:25][CH:26]=1)[O:22][CH2:21][C@@H:20]([OH:29])[CH2:19][NH:18][CH:15]1[CH2:14][CH2:13][N:12]([C:10](=[O:11])[CH2:9][O:8][C:7]2[CH:6]=[CH:5][C:4]([C:30]3[CH2:31][CH2:32][C:33](=[O:36])[NH:34][N:35]=3)=[CH:3][C:2]=2[Cl:1])[CH2:17][CH2:16]1, predict the reactants needed to synthesize it. The reactants are: [Cl:1][C:2]1[CH:3]=[C:4]([C:30]2[CH2:31][CH2:32][C:33](=[O:36])[NH:34][N:35]=2)[CH:5]=[CH:6][C:7]=1[O:8][CH2:9][C:10]([N:12]1[CH2:17][CH2:16][CH:15]([NH:18][CH2:19][C@H:20]([OH:29])[CH2:21][O:22][C:23]2[CH:28]=[CH:27][CH:26]=[CH:25][CH:24]=2)[CH2:14][CH2:13]1)=[O:11].[Br:37]C1C=C(O)C=CC=1.